From a dataset of Catalyst prediction with 721,799 reactions and 888 catalyst types from USPTO. Predict which catalyst facilitates the given reaction. Reactant: [Cl:1][C:2]1[C:3]([O:16][CH2:17][CH:18]2[CH2:23][CH2:22][CH2:21][C:20]([F:25])([F:24])[CH2:19]2)=[CH:4][C:5]([F:15])=[C:6]([CH:14]=1)[C:7]([O:9]C(C)(C)C)=[O:8]. Product: [Cl:1][C:2]1[C:3]([O:16][CH2:17][CH:18]2[CH2:23][CH2:22][CH2:21][C:20]([F:24])([F:25])[CH2:19]2)=[CH:4][C:5]([F:15])=[C:6]([CH:14]=1)[C:7]([OH:9])=[O:8]. The catalyst class is: 281.